This data is from Catalyst prediction with 721,799 reactions and 888 catalyst types from USPTO. The task is: Predict which catalyst facilitates the given reaction. (1) Reactant: [Br:1][C:2]1[CH:3]=[C:4]([NH:10][C:11]2[CH:15]=[C:14]([CH3:16])[NH:13][N:12]=2)[C:5](=[O:9])[N:6]([CH3:8])[CH:7]=1.I[CH:18]1[CH2:21][O:20][CH2:19]1.C([O-])([O-])=O.[Cs+].[Cs+]. Product: [Br:1][C:2]1[CH:3]=[C:4]([NH:10][C:11]2[CH:15]=[C:14]([CH3:16])[N:13]([CH:18]3[CH2:21][O:20][CH2:19]3)[N:12]=2)[C:5](=[O:9])[N:6]([CH3:8])[CH:7]=1. The catalyst class is: 10. (2) Reactant: [CH2:1]([O:8][CH2:9][CH2:10][CH2:11][C:12]1[N:17]=[C:16]([S:18][CH3:19])[N:15]=[C:14]([OH:20])[CH:13]=1)[C:2]1[CH:7]=[CH:6][CH:5]=[CH:4][CH:3]=1.C(N(CC)CC)C.[F:28][C:29]([F:40])([F:39])[C:30](O[C:30](=[O:31])[C:29]([F:40])([F:39])[F:28])=[O:31]. Product: [CH2:1]([O:8][CH2:9][CH2:10][CH2:11][C:12]1[N:17]=[C:16]([S:18][CH3:19])[N:15]=[C:14]([O:20][C:30](=[O:31])[C:29]([F:40])([F:39])[F:28])[CH:13]=1)[C:2]1[CH:7]=[CH:6][CH:5]=[CH:4][CH:3]=1. The catalyst class is: 4. (3) Reactant: [CH3:1][C:2]1[CH:7]=[CH:6][CH:5]=[C:4]([N+:8]([O-])=[O:9])[C:3]=1[NH:11][C:12](=O)[CH3:13].S(S([O-])=O)([O-])=O.[Na+].[Na+].Cl. Product: [OH:9][N:8]1[C:4]2[CH:5]=[CH:6][CH:7]=[C:2]([CH3:1])[C:3]=2[N:11]=[C:12]1[CH3:13]. The catalyst class is: 74. (4) Reactant: [CH3:1][N:2]1[C:6]([CH:7]=O)=[CH:5][C:4]([N+:9]([O-:11])=[O:10])=[N:3]1.C1(P(=[CH:31][C:32]([O:34][CH3:35])=[O:33])(C2C=CC=CC=2)C2C=CC=CC=2)C=CC=CC=1. Product: [CH3:1][N:2]1[C:6](/[CH:7]=[CH:31]/[C:32]([O:34][CH3:35])=[O:33])=[CH:5][C:4]([N+:9]([O-:11])=[O:10])=[N:3]1. The catalyst class is: 7. (5) Product: [N:13]1([CH:1]([C:4]2[CH:9]=[CH:8][C:7]([B:10]([OH:12])[OH:11])=[CH:6][CH:5]=2)[CH3:2])[CH2:17][CH2:16][CH2:15][CH2:14]1. The catalyst class is: 5. Reactant: [C:1]([C:4]1[CH:9]=[CH:8][C:7]([B:10]([OH:12])[OH:11])=[CH:6][CH:5]=1)(=O)[CH3:2].[NH:13]1[CH2:17][CH2:16][CH2:15][CH2:14]1. (6) Reactant: C1(S([N:10]2[C:14]3[S:15][C:16](Br)=[C:17]([C:18]4[CH:23]=[CH:22][CH:21]=[CH:20][CH:19]=4)[C:13]=3[C:12]([N:25]3[CH:30]4[CH2:31][CH2:32][CH:26]3[CH2:27][C:28](=O)[CH2:29]4)=[N:11]2)(=O)=O)C=CC=CC=1.[CH:34]1([NH2:38])[CH2:37][CH2:36][CH2:35]1.C([Sn](Cl)(Cl)CCCC)CCC.C1([SiH3])C=CC=CC=1.C1COCC1.[OH-].[Na+]. Product: [CH:34]1([NH:38][CH:28]2[CH2:27][CH:26]3[N:25]([C:12]4[C:13]5[C:17]([C:18]6[CH:19]=[CH:20][CH:21]=[CH:22][CH:23]=6)=[CH:16][S:15][C:14]=5[NH:10][N:11]=4)[CH:30]([CH2:31][CH2:32]3)[CH2:29]2)[CH2:37][CH2:36][CH2:35]1. The catalyst class is: 69.